Dataset: Full USPTO retrosynthesis dataset with 1.9M reactions from patents (1976-2016). Task: Predict the reactants needed to synthesize the given product. (1) The reactants are: [Cl:1][C:2]1[CH:3]=[C:4]2[C:10]3([CH2:14][C:13](=[O:15])[N:12]([CH2:16][C:17]4[CH:22]=[CH:21][CH:20]=[CH:19][C:18]=4[F:23])[CH2:11]3)[C:9](=[O:24])[N:8]([CH2:25][C:26]([O:28][C:29]([CH3:32])([CH3:31])[CH3:30])=[O:27])[C:5]2=[CH:6][CH:7]=1.[Cl:33]C1C=CC(F)=C(C=1)CBr. Given the product [Cl:1][C:2]1[CH:3]=[C:4]2[C:10]3([CH2:14][C:13](=[O:15])[N:12]([CH2:16][C:17]4[CH:22]=[C:21]([Cl:33])[CH:20]=[CH:19][C:18]=4[F:23])[CH2:11]3)[C:9](=[O:24])[N:8]([CH2:25][C:26]([O:28][C:29]([CH3:32])([CH3:31])[CH3:30])=[O:27])[C:5]2=[CH:6][CH:7]=1, predict the reactants needed to synthesize it. (2) Given the product [Cl:33][C:27]1[C:26]2[C:30](=[CH:31][CH:32]=[C:24]([NH:23][C:20]([C:13]3[CH:12]([C:3]4[CH:4]=[CH:5][C:6]([C:8]([F:11])([F:10])[F:9])=[CH:7][C:2]=4[F:1])[CH2:17][C:16](=[O:18])[NH:15][C:14]=3[CH3:19])=[O:22])[CH:25]=2)[NH:29][N:28]=1, predict the reactants needed to synthesize it. The reactants are: [F:1][C:2]1[CH:7]=[C:6]([C:8]([F:11])([F:10])[F:9])[CH:5]=[CH:4][C:3]=1[CH:12]1[CH2:17][C:16](=[O:18])[NH:15][C:14]([CH3:19])=[C:13]1[C:20]([OH:22])=O.[NH2:23][C:24]1[CH:25]=[C:26]2[C:30](=[CH:31][CH:32]=1)[NH:29][N:28]=[C:27]2[Cl:33].C(Cl)CCl.CCN(CC)CC. (3) Given the product [C:12]([O:11][C:9]([NH:1][C@@H:2]([CH:3]([CH3:4])[CH3:5])[C:6](=[O:8])[CH2:32][C:33]([O:35][CH2:26][CH3:27])=[O:34])=[O:10])([CH3:15])([CH3:14])[CH3:13], predict the reactants needed to synthesize it. The reactants are: [NH:1]([C:9]([O:11][C:12]([CH3:15])([CH3:14])[CH3:13])=[O:10])[C@H:2]([C:6]([OH:8])=O)[CH:3]([CH3:5])[CH3:4].C(N1[CH:27]=[CH:26]N=C1)(N1C=CN=C1)=O.[Cl-].[Mg+2].[Cl-].C(O)(=O)[CH2:32][C:33]([OH:35])=[O:34].C([K])C.